This data is from Reaction yield outcomes from USPTO patents with 853,638 reactions. The task is: Predict the reaction yield, written as a fraction of the theoretical maximum amount of product (1.0 means a 100% yield; for example, 0.34 means a 34% yield). (1) The reactants are [Br:1][C:2]1[CH:3]=[C:4]2[C:9](=[CH:10][C:11]=1[F:12])[O:8][C:7]([CH2:14][CH2:15][OH:16])([CH3:13])[CH2:6][C:5]2=[O:17].C(N(CC)CC)C.[CH2:25](Cl)[O:26][CH3:27]. The catalyst is C(Cl)Cl. The product is [Br:1][C:2]1[CH:3]=[C:4]2[C:9](=[CH:10][C:11]=1[F:12])[O:8][C:7]([CH2:14][CH2:15][O:16][CH2:25][O:26][CH3:27])([CH3:13])[CH2:6][C:5]2=[O:17]. The yield is 0.771. (2) The reactants are C(O[C:4](=[O:13])[C:5]1[CH:10]=[CH:9][C:8]([Br:11])=[CH:7][C:6]=1[CH3:12])C.BrN1C(=O)CCC1=O.C(OOC(=O)C1C=CC=CC=1)(=O)C1C=CC=CC=1.[F:40][CH:41]([F:44])[CH2:42][NH2:43].C(N(CC)CC)C. The catalyst is CCCCCC.C(OCC)(=O)C.CCCCCC.C(Cl)(Cl)(Cl)Cl. The product is [Br:11][C:8]1[CH:7]=[C:6]2[C:5](=[CH:10][CH:9]=1)[C:4](=[O:13])[N:43]([CH2:42][CH:41]([F:44])[F:40])[CH2:12]2. The yield is 0.490. (3) The reactants are [CH2:1]([O:3][C:4](=[O:26])[CH2:5][CH:6]([N:13]1[C:21]2[C:16](=[CH:17][C:18]([O:22][CH2:23][CH2:24][OH:25])=[CH:19][CH:20]=2)[CH:15]=[CH:14]1)[C:7]1[CH:12]=[CH:11][CH:10]=[CH:9][CH:8]=1)[CH3:2].O[N:28]1[C:32](=[O:33])[C:31]2=[CH:34][CH:35]=[CH:36][CH:37]=[C:30]2[C:29]1=[O:38].C1(P(C2C=CC=CC=2)C2C=CC=CC=2)C=CC=CC=1.CC(OC(/N=N/C(OC(C)C)=O)=O)C. The catalyst is O1CCCC1. The product is [CH2:1]([O:3][C:4](=[O:26])[CH2:5][CH:6]([N:13]1[C:21]2[C:16](=[CH:17][C:18]([O:22][CH2:23][CH2:24][O:25][N:28]3[C:32](=[O:33])[C:31]4[C:30](=[CH:37][CH:36]=[CH:35][CH:34]=4)[C:29]3=[O:38])=[CH:19][CH:20]=2)[CH:15]=[CH:14]1)[C:7]1[CH:8]=[CH:9][CH:10]=[CH:11][CH:12]=1)[CH3:2]. The yield is 0.960.